This data is from Full USPTO retrosynthesis dataset with 1.9M reactions from patents (1976-2016). The task is: Predict the reactants needed to synthesize the given product. (1) Given the product [C:1]([O:24][C:17]1[CH:16]=[C:15]([N+:12]([O-:14])=[O:13])[CH:20]=[C:19]([N+:21]([O-:23])=[O:22])[CH:18]=1)(=[O:10])[CH:2]=[CH:3][C:4]1[CH:9]=[CH:8][CH:7]=[CH:6][CH:5]=1, predict the reactants needed to synthesize it. The reactants are: [C:1](Cl)(=[O:10])[CH:2]=[CH:3][C:4]1[CH:9]=[CH:8][CH:7]=[CH:6][CH:5]=1.[N+:12]([C:15]1[CH:16]=[C:17]([OH:24])[CH:18]=[C:19]([N+:21]([O-:23])=[O:22])[CH:20]=1)([O-:14])=[O:13].N1C=CC=CC=1. (2) Given the product [ClH:36].[F:1][C:2]1[CH:3]=[CH:4][C:5]([C:32]([F:34])([F:33])[F:35])=[C:6]([CH:31]=1)[C:7]([N:9]1[CH2:10][CH2:11][N:12]([C:15](=[O:30])[CH2:16][NH:17][CH2:18][C:19]2[N:20]=[N:21][N:22]([C:24]3[CH:29]=[CH:28][CH:27]=[CH:26][CH:25]=3)[CH:23]=2)[CH2:13][CH2:14]1)=[O:8], predict the reactants needed to synthesize it. The reactants are: [F:1][C:2]1[CH:3]=[CH:4][C:5]([C:32]([F:35])([F:34])[F:33])=[C:6]([CH:31]=1)[C:7]([N:9]1[CH2:14][CH2:13][N:12]([C:15](=[O:30])[CH2:16][NH:17][CH2:18][C:19]2[N:20]=[N:21][N:22]([C:24]3[CH:29]=[CH:28][CH:27]=[CH:26][CH:25]=3)[CH:23]=2)[CH2:11][CH2:10]1)=[O:8].[ClH:36]. (3) Given the product [F:1][C:2]1[CH:7]=[C:6]([S:34]([CH3:38])(=[O:36])=[O:33])[CH:5]=[CH:4][C:3]=1[C:10]1[CH:15]=[N:14][C:13]([O:16][CH2:17][CH:18]2[CH2:23][CH2:22][N:21]([C:24]3[O:28][N:27]=[C:26]([CH:29]([CH3:30])[CH3:31])[N:25]=3)[CH2:20][CH2:19]2)=[CH:12][N:11]=1, predict the reactants needed to synthesize it. The reactants are: [F:1][C:2]1[CH:7]=[C:6](SC)[CH:5]=[CH:4][C:3]=1[C:10]1[CH:15]=[N:14][C:13]([O:16][CH2:17][CH:18]2[CH2:23][CH2:22][N:21]([C:24]3[O:28][N:27]=[C:26]([CH:29]([CH3:31])[CH3:30])[N:25]=3)[CH2:20][CH2:19]2)=[CH:12][N:11]=1.O[O:33][S:34]([O-:36])=O.[K+].[CH3:38]C(C)=O. (4) Given the product [CH3:38][O:39][C:40](=[O:45])[C:41]([NH:42][C:24]([C:4]1[CH:3]=[C:2]([F:1])[C:11]2[C:6](=[CH:7][CH:8]=[CH:9][CH:10]=2)[C:5]=1[O:12][CH2:13][C:14]1[CH:19]=[CH:18][C:17]([C:20]([F:23])([F:22])[F:21])=[CH:16][CH:15]=1)=[O:25])([CH3:44])[CH3:43], predict the reactants needed to synthesize it. The reactants are: [F:1][C:2]1[C:11]2[C:6](=[CH:7][CH:8]=[CH:9][CH:10]=2)[C:5]([O:12][CH2:13][C:14]2[CH:19]=[CH:18][C:17]([C:20]([F:23])([F:22])[F:21])=[CH:16][CH:15]=2)=[C:4]([C:24](O)=[O:25])[CH:3]=1.ON1C2C=CC=CC=2N=N1.Cl.[CH3:38][O:39][C:40](=[O:45])[C:41]([CH3:44])([CH3:43])[NH2:42].C(N(C(C)C)CC)(C)C.Cl. (5) Given the product [OH:28][CH2:27][CH2:26][C:10]1[CH:11]=[N:12][CH:13]=[CH:14][C:9]=1[NH:8][C:1](=[O:2])[O:3][C:4]([CH3:7])([CH3:6])[CH3:5], predict the reactants needed to synthesize it. The reactants are: [C:1]([NH:8][C:9]1[CH:14]=[CH:13][N:12]=[CH:11][CH:10]=1)([O:3][C:4]([CH3:7])([CH3:6])[CH3:5])=[O:2].[Li]C(C)(C)C.[Li]CCCC.Br[CH2:26][CH2:27][OH:28].BrC(O)C.C(N1C=CC(N)=CC1)(OC(C)(C)C)=O.